Dataset: Catalyst prediction with 721,799 reactions and 888 catalyst types from USPTO. Task: Predict which catalyst facilitates the given reaction. (1) Reactant: [OH:1][C:2]1[CH:11]=[CH:10][C:5]([C:6](OC)=[O:7])=[CH:4][C:3]=1[N+:12]([O-:14])=[O:13].[NH3:15].Cl. Product: [OH:1][C:2]1[CH:11]=[CH:10][C:5]([C:6]([NH2:15])=[O:7])=[CH:4][C:3]=1[N+:12]([O-:14])=[O:13]. The catalyst class is: 6. (2) Reactant: [CH2:1]([O:8][C:9]1[CH:14]=[CH:13][C:12]([CH2:15][CH2:16][CH2:17][NH2:18])=[CH:11][C:10]=1[O:19][CH3:20])[C:2]1[CH:7]=[CH:6][CH:5]=[CH:4][CH:3]=1.[CH3:21][O:22][C:23]1[CH:24]=[C:25]([CH2:31][C:32](Cl)=[O:33])[CH:26]=[CH:27][C:28]=1[O:29][CH3:30].C([O-])(O)=O.[Na+]. Product: [CH2:1]([O:8][C:9]1[CH:14]=[CH:13][C:12]([CH2:15][CH2:16][CH2:17][NH:18][C:32](=[O:33])[CH2:31][C:25]2[CH:26]=[CH:27][C:28]([O:29][CH3:30])=[C:23]([O:22][CH3:21])[CH:24]=2)=[CH:11][C:10]=1[O:19][CH3:20])[C:2]1[CH:7]=[CH:6][CH:5]=[CH:4][CH:3]=1. The catalyst class is: 1.